From a dataset of Forward reaction prediction with 1.9M reactions from USPTO patents (1976-2016). Predict the product of the given reaction. (1) Given the reactants [NH2:1][C:2]1[C:3]([CH3:9])=[CH:4][C:5]([OH:8])=[CH:6][CH:7]=1.Cl[C:11]1[CH:16]=[CH:15][N:14]=[C:13]([C:17]([NH:19][CH3:20])=[O:18])[CH:12]=1.C(=O)([O-])[O-].[Cs+].[Cs+], predict the reaction product. The product is: [NH2:1][C:2]1[CH:7]=[CH:6][C:5]([O:8][C:11]2[CH:16]=[CH:15][N:14]=[C:13]([C:17]([NH:19][CH3:20])=[O:18])[CH:12]=2)=[CH:4][C:3]=1[CH3:9]. (2) The product is: [CH3:26][N:25]([CH3:27])[C:23]([CH2:22][N:13]([CH3:14])[C:6]1[C:7]2[S:11][C:10]([NH:12][C:33](=[O:34])[C:32]3[CH:36]=[CH:37][C:29]([F:28])=[CH:30][CH:31]=3)=[N:9][C:8]=2[C:3]([O:2][CH3:1])=[CH:4][CH:5]=1)=[O:24]. Given the reactants [CH3:1][O:2][C:3]1[C:8]2[N:9]=[C:10]([NH2:12])[S:11][C:7]=2[C:6]([NH:13][CH3:14])=[CH:5][CH:4]=1.C(=O)([O-])[O-].[K+].[K+].I[CH2:22][C:23]([N:25]([CH3:27])[CH3:26])=[O:24].[F:28][C:29]1[CH:37]=[CH:36][C:32]([C:33](O)=[O:34])=[CH:31][CH:30]=1.CN(C(ON1N=NC2C=CC=NC1=2)=[N+](C)C)C.F[P-](F)(F)(F)(F)F.C(N(C(C)C)C(C)C)C, predict the reaction product. (3) Given the reactants [NH2:1][C:2]1[CH:6]=[C:5]([C:7]2[CH:12]=[CH:11][N:10]=[CH:9][CH:8]=2)[S:4][C:3]=1[C:13]([NH2:15])=[O:14].CC1C=[CH:19][C:20](S(O)(=O)=O)=[CH:21][CH:22]=1.C1(=O)CCC1.C([O-])(O)=O.[Na+], predict the reaction product. The product is: [N:10]1[CH:9]=[CH:8][C:7]([C:5]2[S:4][C:3]3[C:13](=[O:14])[NH:15][C:19]4([CH2:20][CH2:21][CH2:22]4)[NH:1][C:2]=3[CH:6]=2)=[CH:12][CH:11]=1. (4) Given the reactants O1[C:5]2([CH2:10][CH2:9][CH:8]([N:11]3[C:19]4[CH:18]=[CH:17][N:16]=[C:15]([O:20]C)[C:14]=4[C:13]([C:22]4[CH:23]=[C:24]([C:27]([NH2:29])=[O:28])[S:25][CH:26]=4)=[N:12]3)[CH2:7][CH2:6]2)[O:4]CC1.C1COCC1.Cl, predict the reaction product. The product is: [O:20]=[C:15]1[C:14]2[C:13]([C:22]3[CH:23]=[C:24]([C:27]([NH2:29])=[O:28])[S:25][CH:26]=3)=[N:12][N:11]([CH:8]3[CH2:7][CH2:6][C:5](=[O:4])[CH2:10][CH2:9]3)[C:19]=2[CH:18]=[CH:17][NH:16]1. (5) Given the reactants [CH2:1]([O:19][CH:20]1[CH:25]([O:26][CH2:27][CH2:28][CH2:29][CH2:30][CH2:31][CH2:32][CH2:33][CH2:34][CH2:35][CH2:36][CH2:37][CH2:38][CH2:39][CH2:40][CH2:41][CH2:42][CH2:43][CH3:44])[CH:24]([O:45][CH2:46][CH2:47][CH2:48][CH2:49][CH2:50][CH2:51][CH2:52][CH2:53][CH2:54][CH2:55][CH2:56][CH2:57][CH2:58][CH2:59][CH2:60][CH2:61][CH2:62][CH3:63])[CH2:23][CH:22]([CH2:64][O:65][C:66]2[CH:73]=[CH:72][C:69]([CH:70]=[O:71])=[CH:68][CH:67]=2)[CH2:21]1)[CH2:2][CH2:3][CH2:4][CH2:5][CH2:6][CH2:7][CH2:8][CH2:9][CH2:10][CH2:11][CH2:12][CH2:13][CH2:14][CH2:15][CH2:16][CH2:17][CH3:18].[CH3:74][O:75][C:76]1[CH:81]=[CH:80][C:79]([Mg]Br)=[CH:78][CH:77]=1, predict the reaction product. The product is: [CH3:74][O:75][C:76]1[CH:81]=[CH:80][C:79]([CH:70]([C:69]2[CH:68]=[CH:67][C:66]([O:65][CH2:64][CH:22]3[CH2:21][CH:20]([O:19][CH2:1][CH2:2][CH2:3][CH2:4][CH2:5][CH2:6][CH2:7][CH2:8][CH2:9][CH2:10][CH2:11][CH2:12][CH2:13][CH2:14][CH2:15][CH2:16][CH2:17][CH3:18])[CH:25]([O:26][CH2:27][CH2:28][CH2:29][CH2:30][CH2:31][CH2:32][CH2:33][CH2:34][CH2:35][CH2:36][CH2:37][CH2:38][CH2:39][CH2:40][CH2:41][CH2:42][CH2:43][CH3:44])[CH:24]([O:45][CH2:46][CH2:47][CH2:48][CH2:49][CH2:50][CH2:51][CH2:52][CH2:53][CH2:54][CH2:55][CH2:56][CH2:57][CH2:58][CH2:59][CH2:60][CH2:61][CH2:62][CH3:63])[CH2:23]3)=[CH:73][CH:72]=2)[OH:71])=[CH:78][CH:77]=1. (6) Given the reactants [C@H:1]12[CH2:8][CH2:7][CH2:6][C@H:5]1[CH2:4][NH:3][C@@H:2]2[CH2:9][NH:10][C:11]([C:13]1[N:20]2[C:16]([S:17][CH:18]=[CH:19]2)=[N:15][C:14]=1[CH3:21])=[O:12].[NH2:22][C:23]1[S:24][C:25]([C:31]2[CH:36]=[CH:35][CH:34]=[C:33]([CH3:37])[CH:32]=2)=[C:26]([C:28](O)=[O:29])[N:27]=1, predict the reaction product. The product is: [NH2:22][C:23]1[S:24][C:25]([C:31]2[CH:36]=[CH:35][CH:34]=[C:33]([CH3:37])[CH:32]=2)=[C:26]([C:28]([N:3]2[CH2:4][C@H:5]3[C@H:1]([CH2:8][CH2:7][CH2:6]3)[C@H:2]2[CH2:9][NH:10][C:11]([C:13]2[N:20]3[C:16]([S:17][CH:18]=[CH:19]3)=[N:15][C:14]=2[CH3:21])=[O:12])=[O:29])[N:27]=1.